From a dataset of Experimentally validated miRNA-target interactions with 360,000+ pairs, plus equal number of negative samples. Binary Classification. Given a miRNA mature sequence and a target amino acid sequence, predict their likelihood of interaction. The miRNA is mmu-miR-297a-3p with sequence UAUACAUACACACAUACCCAUA. The protein sequence of the target gene is MGNEASYPLEMCSHFDADEIKRLGKRFKKLDLDNSGSLSVEEFMSLPELQQNPLVQRVIDIFDTDGNGEVDFKEFIEGVSQFSVKGDKEQKLRFAFRIYDMDKDGYISNGELFQVLKMMVGNNLKDTQLQQIVDKTIINADKDGDGRISFEEFCAVVGGLDIHKKMVVDV. Result: 0 (no interaction).